From a dataset of Catalyst prediction with 721,799 reactions and 888 catalyst types from USPTO. Predict which catalyst facilitates the given reaction. Reactant: [Cl-].O[NH3+:3].[C:4](=[O:7])([O-])[OH:5].[Na+].CS(C)=O.[F:13][C:14]1[CH:15]=[C:16]([C:42]2[C:43]([C:48]#[N:49])=[CH:44][CH:45]=[CH:46][CH:47]=2)[CH:17]=[CH:18][C:19]=1[CH2:20][N:21]1[C:26](=[O:27])[C:25]([C:28]2[CH:33]=[CH:32][C:31]([O:34][CH:35]([CH3:37])[CH3:36])=[CH:30][CH:29]=2)=[C:24]([CH3:38])[N:23]=[C:22]1[CH2:39][CH2:40][CH3:41]. Product: [F:13][C:14]1[CH:15]=[C:16]([C:42]2[CH:47]=[CH:46][CH:45]=[CH:44][C:43]=2[C:48]2[NH:3][C:4](=[O:7])[O:5][N:49]=2)[CH:17]=[CH:18][C:19]=1[CH2:20][N:21]1[C:26](=[O:27])[C:25]([C:28]2[CH:29]=[CH:30][C:31]([O:34][CH:35]([CH3:37])[CH3:36])=[CH:32][CH:33]=2)=[C:24]([CH3:38])[N:23]=[C:22]1[CH2:39][CH2:40][CH3:41]. The catalyst class is: 6.